From a dataset of NCI-60 drug combinations with 297,098 pairs across 59 cell lines. Regression. Given two drug SMILES strings and cell line genomic features, predict the synergy score measuring deviation from expected non-interaction effect. (1) Drug 1: CC1=C(C=C(C=C1)NC2=NC=CC(=N2)N(C)C3=CC4=NN(C(=C4C=C3)C)C)S(=O)(=O)N.Cl. Drug 2: CC(C)(C#N)C1=CC(=CC(=C1)CN2C=NC=N2)C(C)(C)C#N. Cell line: OVCAR-4. Synergy scores: CSS=1.32, Synergy_ZIP=-0.961, Synergy_Bliss=-3.22, Synergy_Loewe=-0.919, Synergy_HSA=-2.56. (2) Drug 1: C1=CC(=CC=C1CCC2=CNC3=C2C(=O)NC(=N3)N)C(=O)NC(CCC(=O)O)C(=O)O. Drug 2: C1CN(CCN1C(=O)CCBr)C(=O)CCBr. Cell line: NCI-H460. Synergy scores: CSS=56.1, Synergy_ZIP=-0.310, Synergy_Bliss=-1.29, Synergy_Loewe=0.717, Synergy_HSA=4.73. (3) Drug 1: CCC(=C(C1=CC=CC=C1)C2=CC=C(C=C2)OCCN(C)C)C3=CC=CC=C3.C(C(=O)O)C(CC(=O)O)(C(=O)O)O. Drug 2: COC1=NC(=NC2=C1N=CN2C3C(C(C(O3)CO)O)O)N. Cell line: LOX IMVI. Synergy scores: CSS=-0.0525, Synergy_ZIP=-0.338, Synergy_Bliss=-0.526, Synergy_Loewe=-3.30, Synergy_HSA=-2.40. (4) Drug 1: CCC1=C2CN3C(=CC4=C(C3=O)COC(=O)C4(CC)O)C2=NC5=C1C=C(C=C5)O. Drug 2: C1=NC(=NC(=O)N1C2C(C(C(O2)CO)O)O)N. Cell line: RPMI-8226. Synergy scores: CSS=50.3, Synergy_ZIP=-3.64, Synergy_Bliss=-0.374, Synergy_Loewe=-0.938, Synergy_HSA=1.75. (5) Drug 2: C1=CN(C=N1)CC(O)(P(=O)(O)O)P(=O)(O)O. Cell line: SF-295. Drug 1: C1=CC(=CC=C1CC(C(=O)O)N)N(CCCl)CCCl.Cl. Synergy scores: CSS=0.590, Synergy_ZIP=-5.75, Synergy_Bliss=-8.14, Synergy_Loewe=-7.78, Synergy_HSA=-7.50. (6) Drug 1: C1=CN(C(=O)N=C1N)C2C(C(C(O2)CO)O)O.Cl. Synergy scores: CSS=19.1, Synergy_ZIP=0.983, Synergy_Bliss=2.56, Synergy_Loewe=0.681, Synergy_HSA=2.86. Cell line: HS 578T. Drug 2: CC1CCC2CC(C(=CC=CC=CC(CC(C(=O)C(C(C(=CC(C(=O)CC(OC(=O)C3CCCCN3C(=O)C(=O)C1(O2)O)C(C)CC4CCC(C(C4)OC)OCCO)C)C)O)OC)C)C)C)OC. (7) Drug 2: CCN(CC)CCCC(C)NC1=C2C=C(C=CC2=NC3=C1C=CC(=C3)Cl)OC. Drug 1: CC1=C(C(CCC1)(C)C)C=CC(=CC=CC(=CC(=O)O)C)C. Synergy scores: CSS=7.03, Synergy_ZIP=-2.80, Synergy_Bliss=-0.926, Synergy_Loewe=-0.309, Synergy_HSA=0.110. Cell line: UACC-257. (8) Drug 1: C1=CN(C=N1)CC(O)(P(=O)(O)O)P(=O)(O)O. Drug 2: CN(CC1=CN=C2C(=N1)C(=NC(=N2)N)N)C3=CC=C(C=C3)C(=O)NC(CCC(=O)O)C(=O)O. Cell line: SK-MEL-2. Synergy scores: CSS=6.79, Synergy_ZIP=1.91, Synergy_Bliss=4.86, Synergy_Loewe=-5.02, Synergy_HSA=0.261. (9) Drug 1: C1=CN(C(=O)N=C1N)C2C(C(C(O2)CO)O)O.Cl. Drug 2: CC1C(C(CC(O1)OC2CC(OC(C2O)C)OC3=CC4=CC5=C(C(=O)C(C(C5)C(C(=O)C(C(C)O)O)OC)OC6CC(C(C(O6)C)O)OC7CC(C(C(O7)C)O)OC8CC(C(C(O8)C)O)(C)O)C(=C4C(=C3C)O)O)O)O. Cell line: LOX IMVI. Synergy scores: CSS=74.2, Synergy_ZIP=0.261, Synergy_Bliss=-1.53, Synergy_Loewe=-2.99, Synergy_HSA=-1.98.